This data is from Forward reaction prediction with 1.9M reactions from USPTO patents (1976-2016). The task is: Predict the product of the given reaction. (1) Given the reactants [CH3:1][N:2]1[CH:6]=[C:5]([CH2:7][NH:8][C:9]([C:11]2[N:15]([C:16]3[CH:21]=[CH:20][C:19]([F:22])=[CH:18][CH:17]=3)[C:14]([S:23][CH2:24][C:25]3[C:30]([F:31])=[CH:29][CH:28]=[C:27]([F:32])[C:26]=3[F:33])=[N:13][CH:12]=2)=[O:10])[C:4]([CH3:34])=[N:3]1.[H-].[Na+].I[CH2:38][CH3:39].O, predict the reaction product. The product is: [CH3:1][N:2]1[CH:6]=[C:5]([CH2:7][N:8]([CH2:38][CH3:39])[C:9]([C:11]2[N:15]([C:16]3[CH:21]=[CH:20][C:19]([F:22])=[CH:18][CH:17]=3)[C:14]([S:23][CH2:24][C:25]3[C:30]([F:31])=[CH:29][CH:28]=[C:27]([F:32])[C:26]=3[F:33])=[N:13][CH:12]=2)=[O:10])[C:4]([CH3:34])=[N:3]1. (2) The product is: [N:1]([CH2:4]/[C:5](=[N:24]\[NH:23][C:20]1[S:21][CH:22]=[C:18]([C:13]2[CH:14]=[CH:15][C:16]([Cl:17])=[C:11]([Cl:10])[CH:12]=2)[N:19]=1)/[C:6]([OH:8])=[O:7])=[N+:2]=[N-:3]. Given the reactants [N:1]([CH2:4][C:5](=O)[C:6]([OH:8])=[O:7])=[N+:2]=[N-:3].[Cl:10][C:11]1[CH:12]=[C:13]([C:18]2[N:19]=[C:20]([NH:23][NH2:24])[S:21][CH:22]=2)[CH:14]=[CH:15][C:16]=1[Cl:17], predict the reaction product. (3) Given the reactants [Cl:1][C:2]1[CH:7]=[CH:6][C:5]([NH:8][C:9]([CH:11]2[N:15]([C:16]3[C:21]([Cl:22])=[CH:20][CH:19]=[CH:18][N:17]=3)[N:14]=[C:13](C3C=C([N+]([O-])=O)C=CC=3S([O-])(=O)=O)[CH2:12]2)=[O:10])=[C:4]([C:36](=[O:43])[NH:37][CH:38]([CH:40]2[CH2:42][CH2:41]2)[CH3:39])[CH:3]=1.[BrH:44].C(OCC)(=O)C.[OH-].[Na+], predict the reaction product. The product is: [Cl:1][C:2]1[CH:7]=[CH:6][C:5]([NH:8][C:9]([CH:11]2[N:15]([C:16]3[C:21]([Cl:22])=[CH:20][CH:19]=[CH:18][N:17]=3)[N:14]=[C:13]([Br:44])[CH2:12]2)=[O:10])=[C:4]([C:36](=[O:43])[NH:37][CH:38]([CH:40]2[CH2:42][CH2:41]2)[CH3:39])[CH:3]=1. (4) Given the reactants [BH4-].[Na+].[CH2:3]([C:7]1[CH:8]=[C:9]([CH:16]=[O:17])[S:10][C:11]=1[C:12]([F:15])([F:14])[F:13])[CH:4]([CH3:6])[CH3:5], predict the reaction product. The product is: [CH2:3]([C:7]1[CH:8]=[C:9]([CH2:16][OH:17])[S:10][C:11]=1[C:12]([F:14])([F:15])[F:13])[CH:4]([CH3:6])[CH3:5]. (5) Given the reactants [CH3:1][O:2][C:3]1[CH:4]=[C:5]([CH:21]=[CH:22][C:23]=1[O:24][CH3:25])[CH2:6][CH:7]1[C:16]2[C:11](=[CH:12][C:13]([O:19][CH3:20])=[CH:14][C:15]=2[O:17][CH3:18])[CH2:10][CH2:9][NH:8]1.Br[CH2:27][C:28](Br)=[O:29].[CH2:31]([NH2:38])[C:32]1[CH:37]=[CH:36][CH:35]=[CH:34][CH:33]=1, predict the reaction product. The product is: [CH3:1][O:2][C:3]1[CH:4]=[C:5]([CH:21]=[CH:22][C:23]=1[O:24][CH3:25])[CH2:6][CH:7]1[C:16]2[C:11](=[CH:12][C:13]([O:19][CH3:20])=[CH:14][C:15]=2[O:17][CH3:18])[CH2:10][CH2:9][N:8]1[CH2:27][C:28]([NH:38][CH2:31][C:32]1[CH:37]=[CH:36][CH:35]=[CH:34][CH:33]=1)=[O:29]. (6) Given the reactants [O:1]=[C:2]1[CH2:12][C:4]2([CH2:7][CH:6]([C:8]([O:10][CH3:11])=[O:9])[CH2:5]2)[CH2:3]1.C[Si]([N-][Si](C)(C)C)(C)C.[K+].[F:23][C:24]([F:43])([F:42])[S:25](N(C1C=CC=CC=1)[S:25]([C:24]([F:43])([F:42])[F:23])(=[O:27])=[O:26])(=[O:27])=[O:26], predict the reaction product. The product is: [F:23][C:24]([F:43])([F:42])[S:25]([O:1][C:2]1[CH2:3][C:4]2([CH2:7][CH:6]([C:8]([O:10][CH3:11])=[O:9])[CH2:5]2)[CH:12]=1)(=[O:27])=[O:26]. (7) Given the reactants [Cl:1][C:2]1[CH:3]=[N:4][C:5]([N:8]2[CH2:13][CH2:12][CH:11]([C@H:14]([CH3:18])[CH2:15][CH2:16][OH:17])[CH2:10][CH2:9]2)=[N:6][CH:7]=1.[CH3:19][O:20][C:21](=[O:31])[CH2:22][C:23]1[CH:28]=[CH:27][C:26](O)=[CH:25][C:24]=1[F:30], predict the reaction product. The product is: [CH3:19][O:20][C:21](=[O:31])[CH2:22][C:23]1[CH:28]=[CH:27][C:26]([O:17][CH2:16][CH2:15][C@H:14]([CH:11]2[CH2:12][CH2:13][N:8]([C:5]3[N:6]=[CH:7][C:2]([Cl:1])=[CH:3][N:4]=3)[CH2:9][CH2:10]2)[CH3:18])=[CH:25][C:24]=1[F:30].